This data is from Full USPTO retrosynthesis dataset with 1.9M reactions from patents (1976-2016). The task is: Predict the reactants needed to synthesize the given product. Given the product [CH3:9][O:8][CH2:6][C:5]1[CH:4]=[C:3]([C:12]2[O:13][N:25]=[C:23]([C:20]3[CH:19]=[CH:18][C:17]([N:16]([CH3:27])[CH3:15])=[N:22][CH:21]=3)[N:24]=2)[CH:2]=[CH:11][C:10]=1[C:2]1[CH:11]=[CH:10][CH:5]=[CH:4][C:3]=1[CH3:12], predict the reactants needed to synthesize it. The reactants are: Br[C:2]1[CH:11]=[CH:10][C:5]([C:6]([O:8][CH3:9])=O)=[CH:4][C:3]=1[CH2:12][O:13]C.[CH3:15][N:16]([CH3:27])[C:17]1[N:22]=[CH:21][C:20]([C:23](=[N:25]O)[NH2:24])=[CH:19][CH:18]=1.